This data is from Retrosynthesis with 50K atom-mapped reactions and 10 reaction types from USPTO. The task is: Predict the reactants needed to synthesize the given product. (1) Given the product CCCCOC(=O)c1ncc2cc(-c3ccc(Oc4ccccc4)cc3)sc2c1O, predict the reactants needed to synthesize it. The reactants are: CCCCOC(=O)c1nc(Br)c2cc(-c3ccc(Oc4ccccc4)cc3)sc2c1O. (2) The reactants are: CCOC(=O)CCCc1ccc(O)c(Br)c1.N#C[Cu]. Given the product CCOC(=O)CCCc1ccc(O)c(C#N)c1, predict the reactants needed to synthesize it. (3) The reactants are: Cc1c(-c2cnn(C)c2)nn(-c2ccccc2)c1N.O=C(Cl)Oc1ccccc1. Given the product Cc1c(-c2cnn(C)c2)nn(-c2ccccc2)c1NC(=O)Oc1ccccc1, predict the reactants needed to synthesize it.